From a dataset of Full USPTO retrosynthesis dataset with 1.9M reactions from patents (1976-2016). Predict the reactants needed to synthesize the given product. (1) Given the product [CH2:1]([C:5]1[CH:6]=[CH:7][C:8]([C:9]2[O:11][N:55]=[C:53]([C:51]3[O:52][C:48]4[CH2:47][CH2:46][CH2:45][CH:44]([OH:43])[C:49]=4[CH:50]=3)[N:54]=2)=[CH:12][CH:13]=1)[CH:2]([CH3:3])[CH3:4], predict the reactants needed to synthesize it. The reactants are: [CH2:1]([C:5]1[CH:13]=[CH:12][C:8]([C:9]([OH:11])=O)=[CH:7][CH:6]=1)[CH:2]([CH3:4])[CH3:3].ON1C2C=CC=CC=2N=N1.Cl.C(N=C=NCCCN(C)C)C.[Si]([O:43][CH:44]1[C:49]2[CH:50]=[C:51]([C:53](=[N:55]O)[NH2:54])[O:52][C:48]=2[CH2:47][CH2:46][CH2:45]1)(C(C)(C)C)(C)C.[F-].C([N+](CCCC)(CCCC)CCCC)CCC. (2) Given the product [CH3:23][O:24][CH2:25][CH:26]([C:34]1[CH:35]=[CH:36][C:37]([C:40](=[O:41])[CH2:14][CH2:13][C:12](=[O:15])[CH:11]([C:8]2[CH:7]=[CH:6][C:5]([S:2]([CH3:1])(=[O:4])=[O:3])=[CH:10][CH:9]=2)[CH2:16][CH:17]2[CH2:22][CH2:21][O:20][CH2:19][CH2:18]2)=[N:38][CH:39]=1)[O:27][CH:28]1[CH2:33][CH2:32][CH2:31][CH2:30][O:29]1, predict the reactants needed to synthesize it. The reactants are: [CH3:1][S:2]([C:5]1[CH:10]=[CH:9][C:8]([CH:11]([CH2:16][CH:17]2[CH2:22][CH2:21][O:20][CH2:19][CH2:18]2)[C:12](=[O:15])[CH:13]=[CH2:14])=[CH:7][CH:6]=1)(=[O:4])=[O:3].[CH3:23][O:24][CH2:25][CH:26]([C:34]1[CH:35]=[CH:36][C:37]([CH:40]=[O:41])=[N:38][CH:39]=1)[O:27][CH:28]1[CH2:33][CH2:32][CH2:31][CH2:30][O:29]1.C(N(CC)CC)C.O1CCCC1.